From a dataset of Forward reaction prediction with 1.9M reactions from USPTO patents (1976-2016). Predict the product of the given reaction. (1) Given the reactants [Si]([O:8][CH2:9][C@H:10]1[CH2:15][CH2:14][C@H:13]([N:16]2[C:21]3[C:22]4[CH:28]=[CH:27][N:26]([CH2:29][O:30][CH2:31][CH2:32][Si:33]([CH3:36])([CH3:35])[CH3:34])[C:23]=4[N:24]=[CH:25][C:20]=3[C:19](=[O:37])[N:18]([CH:38]3[CH2:40][CH2:39]3)[CH2:17]2)[CH2:12][CH2:11]1)(C(C)(C)C)(C)C.Cl.C(=O)([O-])O.[Na+], predict the reaction product. The product is: [CH:38]1([N:18]2[C:19](=[O:37])[C:20]3[CH:25]=[N:24][C:23]4[N:26]([CH2:29][O:30][CH2:31][CH2:32][Si:33]([CH3:36])([CH3:35])[CH3:34])[CH:27]=[CH:28][C:22]=4[C:21]=3[N:16]([C@H:13]3[CH2:12][CH2:11][C@H:10]([CH2:9][OH:8])[CH2:15][CH2:14]3)[CH2:17]2)[CH2:39][CH2:40]1. (2) Given the reactants [NH2:1][C:2]1[CH:7]=[CH:6][C:5]([C:8]2[S:12][C:11]([C:13]([O:15][CH3:16])=[O:14])=[C:10]([N:17]([C:21]([C@H:23]3[CH2:28][CH2:27][C@H:26]([CH3:29])[CH2:25][CH2:24]3)=[O:22])[CH:18]([CH3:20])[CH3:19])[CH:9]=2)=[CH:4][CH:3]=1.C1(P(C2C=CC=CC=2)C2C=CC=CC=2)C=CC=CC=1.[CH3:49][C:50]1[O:54][N:53]=[C:52]([C:55](Cl)=[O:56])[CH:51]=1, predict the reaction product. The product is: [CH3:29][C@H:26]1[CH2:27][CH2:28][C@H:23]([C:21]([N:17]([CH:18]([CH3:20])[CH3:19])[C:10]2[CH:9]=[C:8]([C:5]3[CH:4]=[CH:3][C:2]([NH:1][C:55]([C:52]4[CH:51]=[C:50]([CH3:49])[O:54][N:53]=4)=[O:56])=[CH:7][CH:6]=3)[S:12][C:11]=2[C:13]([O:15][CH3:16])=[O:14])=[O:22])[CH2:24][CH2:25]1. (3) The product is: [CH:13]1([N:16]2[C:6]3[CH2:7][CH2:8][CH2:9][C:10](=[O:11])[C:5]=3[N:4]=[C:1]2[CH3:2])[CH2:15][CH2:14]1. Given the reactants [C:1]([NH:4][C:5]1[C:6](=O)[CH2:7][CH2:8][CH2:9][C:10]=1[OH:11])(=O)[CH3:2].[CH:13]1([NH2:16])[CH2:15][CH2:14]1.Cl.C(=O)([O-])O, predict the reaction product. (4) Given the reactants [NH2:1][C:2]1[C:3]2[C:10]([C:11]#[C:12][Si](C)(C)C)=[CH:9][N:8]([C@@H:17]3[O:22][C@H:21]([CH2:23][OH:24])[C@@H:19]([OH:20])[CH2:18]3)[C:4]=2[N:5]=[CH:6][N:7]=1.C([O-])([O-])=O.[K+].[K+], predict the reaction product. The product is: [NH2:1][C:2]1[C:3]2[C:10]([C:11]#[CH:12])=[CH:9][N:8]([C@@H:17]3[O:22][C@H:21]([CH2:23][OH:24])[C@@H:19]([OH:20])[CH2:18]3)[C:4]=2[N:5]=[CH:6][N:7]=1.